This data is from Reaction yield outcomes from USPTO patents with 853,638 reactions. The task is: Predict the reaction yield, written as a fraction of the theoretical maximum amount of product (1.0 means a 100% yield; for example, 0.34 means a 34% yield). (1) The reactants are [F:1][C:2]1[CH:7]=[CH:6][C:5]([N:8]2[C:16]3[C:11](=[CH:12][C:13]([C:17]4(O)[CH2:22][CH2:21][CH2:20][CH2:19][CH2:18]4)=[CH:14][CH:15]=3)[CH:10]=[N:9]2)=[CH:4][CH:3]=1.[CH3:24][O:25][C:26]([O:30][Si](C)(C)C)=[C:27]([CH3:29])[CH3:28]. The catalyst is ClCCCl.Cl[Ti](Cl)(Cl)Cl. The product is [F:1][C:2]1[CH:7]=[CH:6][C:5]([N:8]2[C:16]3[C:11](=[CH:12][C:13]([C:17]4([C:27]([CH3:29])([CH3:28])[C:26]([O:25][CH3:24])=[O:30])[CH2:22][CH2:21][CH2:20][CH2:19][CH2:18]4)=[CH:14][CH:15]=3)[CH:10]=[N:9]2)=[CH:4][CH:3]=1. The yield is 1.00. (2) The reactants are [CH3:1][N:2]1[CH2:9][CH2:8][CH2:7][C@H:3]1[C:4]([OH:6])=O.[Cl:10][C:11]1[CH:12]=[C:13]([NH:25][C:26]2[C:35]3[C:30](=[CH:31][CH:32]=[CH:33][C:34]=3[O:36][CH2:37][CH2:38][NH:39][CH3:40])[N:29]=[CH:28][N:27]=2)[CH:14]=[CH:15][C:16]=1[O:17][CH2:18][C:19]1[CH:24]=[CH:23][CH:22]=[CH:21][N:20]=1. No catalyst specified. The product is [Cl:10][C:11]1[CH:12]=[C:13]([NH:25][C:26]2[C:35]3[C:30](=[CH:31][CH:32]=[CH:33][C:34]=3[O:36][CH2:37][CH2:38][N:39]([CH3:40])[C:4](=[O:6])[C@@H:3]3[CH2:7][CH2:8][CH2:9][N:2]3[CH3:1])[N:29]=[CH:28][N:27]=2)[CH:14]=[CH:15][C:16]=1[O:17][CH2:18][C:19]1[CH:24]=[CH:23][CH:22]=[CH:21][N:20]=1. The yield is 0.380.